This data is from Full USPTO retrosynthesis dataset with 1.9M reactions from patents (1976-2016). The task is: Predict the reactants needed to synthesize the given product. (1) Given the product [C:22]([O:21][C:19](=[O:18])[NH:17][CH2:16][C:10]1([C:7]2[CH:8]=[CH:9][C:4]([N+:1]([O-:3])=[O:2])=[CH:5][CH:6]=2)[CH2:15][CH2:14][O:13][CH2:12][CH2:11]1)([CH3:25])([CH3:24])[CH3:23], predict the reactants needed to synthesize it. The reactants are: [N+:1]([C:4]1[CH:9]=[CH:8][C:7]([C:10]2([CH2:16][NH2:17])[CH2:15][CH2:14][O:13][CH2:12][CH2:11]2)=[CH:6][CH:5]=1)([O-:3])=[O:2].[O:18](C(OC(C)(C)C)=O)[C:19]([O:21][C:22]([CH3:25])([CH3:24])[CH3:23])=O. (2) Given the product [CH3:26][C:5]1([CH3:25])[C:6]2[CH:7]=[C:8]([B:32]([OH:37])[OH:33])[CH:9]=[CH:10][C:11]=2[C:12]2[C:4]1=[CH:3][C:2]([C:48]1[CH:47]=[CH:46][C:30]3[C:50](=[CH:51][CH:27]=[CH:28][CH:29]=3)[CH:49]=1)=[CH:14][CH:13]=2, predict the reactants needed to synthesize it. The reactants are: Br[C:2]1[CH:14]=[CH:13][C:12]2[C:11]3[C:6](=[CH:7][C:8](C4C=CC5C(=CC=CC=5)C=4)=[CH:9][CH:10]=3)[C:5]([CH3:26])([CH3:25])[C:4]=2[CH:3]=1.[CH2:27]([Li])[CH2:28][CH2:29][CH3:30].[B:32](OC(C)C)([O:37]C(C)C)[O:33]C(C)C.Cl.[CH3:46][CH2:47][CH2:48][CH2:49][CH2:50][CH3:51]. (3) Given the product [C:1]([O:5][C:6](=[O:9])[CH2:7]/[N:8]=[CH:13]/[CH:12]([CH2:15][CH3:16])[CH2:10][CH3:11])([CH3:4])([CH3:3])[CH3:2], predict the reactants needed to synthesize it. The reactants are: [C:1]([O:5][C:6](=[O:9])[CH2:7][NH2:8])([CH3:4])([CH3:3])[CH3:2].[CH2:10]([CH:12]([CH2:15][CH3:16])[CH:13]=O)[CH3:11]. (4) Given the product [C:1]([N:4]1[CH2:5][CH2:6][CH:7]([C@@H:10]([CH3:14])[C:11]([NH:29][C:26]2[CH:25]=[CH:24][C:23]([C:18]3[CH:19]=[C:20]([F:22])[CH:21]=[C:16]([F:15])[CH:17]=3)=[CH:28][CH:27]=2)=[O:13])[CH2:8][CH2:9]1)(=[O:3])[CH3:2], predict the reactants needed to synthesize it. The reactants are: [C:1]([N:4]1[CH2:9][CH2:8][CH:7]([C@@H:10]([CH3:14])[C:11]([OH:13])=O)[CH2:6][CH2:5]1)(=[O:3])[CH3:2].[F:15][C:16]1[CH:17]=[C:18]([C:23]2[CH:28]=[CH:27][C:26]([NH2:29])=[CH:25][CH:24]=2)[CH:19]=[C:20]([F:22])[CH:21]=1. (5) Given the product [OH:5][C:6]1[CH:13]=[CH:12][C:9]([CH:10]=[CH2:11])=[CH:8][CH:7]=1.[CH2:14]=[CH:15][C:16]1[CH:21]=[CH:20][CH:19]=[CH:18][CH:17]=1, predict the reactants needed to synthesize it. The reactants are: C([O:5][C:6]1[CH:13]=[CH:12][C:9]([CH:10]=[CH2:11])=[CH:8][CH:7]=1)(C)(C)C.[CH2:14]=[CH:15][C:16]1[CH:21]=[CH:20][CH:19]=[CH:18][CH:17]=1.CC(N=NC(C#N)(C)C)(C#N)C.S(=O)(=O)(O)O.OC=CC1C=CC=CC=1. (6) Given the product [NH2:1][C:2]1[S:6][C:5]([C:7]2[CH:8]=[CH:9][C:10]([O:13][CH3:14])=[CH:11][CH:12]=2)=[N:4][C:3]=1[C:15]([OH:17])=[O:16], predict the reactants needed to synthesize it. The reactants are: [NH2:1][C:2]1[S:6][C:5]([C:7]2[CH:12]=[CH:11][C:10]([O:13][CH3:14])=[CH:9][CH:8]=2)=[N:4][C:3]=1[C:15]([O:17]CC)=[O:16].[OH-].[Li+].Cl.